From a dataset of Forward reaction prediction with 1.9M reactions from USPTO patents (1976-2016). Predict the product of the given reaction. (1) Given the reactants C(NC1N=C2C(N=C(OC)N2C[CH2:16][CH2:17][CH2:18][CH:19]2[CH2:24][CH2:23][O:22][C:21]([CH3:26])([CH3:25])[CH2:20]2)=C(N)N=1)CCC.FC(F)(F)C(O)=O.[CH2:37]([O:41][C:42]1[NH:43][C:44]([NH2:53])=[C:45]2[C:49]([N:50]=1)=[N:48][C:47]([O:51][CH3:52])=[N:46]2)[CH2:38][CH2:39][CH3:40].BrCCCC1CCOC(C)(C)C1, predict the reaction product. The product is: [CH2:37]([O:41][C:42]1[N:50]=[C:49]2[C:45]([N:46]=[C:47]([O:51][CH3:52])[N:48]2[CH2:16][CH2:17][CH2:18][CH:19]2[CH2:24][CH2:23][O:22][C:21]([CH3:25])([CH3:26])[CH2:20]2)=[C:44]([NH2:53])[N:43]=1)[CH2:38][CH2:39][CH3:40]. (2) Given the reactants C(OC(=O)[NH:7][C@H:8]([CH2:24][OH:25])[CH2:9][CH2:10][N:11]1[CH2:14][CH:13]([S:15]([C:17]2[CH:22]=[CH:21][C:20]([Cl:23])=[CH:19][CH:18]=2)=[O:16])[CH2:12]1)(C)(C)C.FC(F)(F)C(O)=O, predict the reaction product. The product is: [NH2:7][C@@H:8]([CH2:9][CH2:10][N:11]1[CH2:12][CH:13]([S:15]([C:17]2[CH:18]=[CH:19][C:20]([Cl:23])=[CH:21][CH:22]=2)=[O:16])[CH2:14]1)[CH2:24][OH:25]. (3) Given the reactants CC[C@H]1[C@H]2[CH2:38][C@H:37]([C@H:36](OC3C4C(=CC=CC=4)C(O[C@H:36]([C:47]4[CH:56]=CN=[C:53]5[C:48]=4[CH:49]=[C:50](OC)[CH:51]=[CH:52]5)[C@@H:37]4N5C[C@H](CC)[C@@H](CC5)[CH2:38]4)=NN=3)[C:47]3[CH:56]=CN=[C:53]4[C:48]=3[CH:49]=[C:50](OC)[CH:51]=[CH:52]4)N(CC2)C1.CS(N)(=O)=O.[CH2:64]([O:66][C:67]([N:69]1[CH2:74]C=C(C2C=C(C3C=CC=CC=3)C=CC=2)C[CH2:70]1)=[O:68])[CH3:65].[O-:87]S([O-])=O.[Na+].[Na+].[CH3:93][C:94]([OH:97])([CH3:96])[CH3:95], predict the reaction product. The product is: [CH2:64]([O:66][C:67]([N:69]1[CH2:74][CH2:95][C@@:94]([C:96]2[CH:56]=[C:47]([C:48]3[CH:49]=[CH:50][CH:51]=[CH:52][CH:53]=3)[CH:36]=[CH:37][CH:38]=2)([OH:97])[C@@H:93]([OH:87])[CH2:70]1)=[O:68])[CH3:65]. (4) Given the reactants Cl[C:2]1[N:7]=[C:6]2[N:8]([CH2:11][C:12]3[CH:17]=[CH:16][CH:15]=[C:14]([O:18][CH2:19][CH3:20])[CH:13]=3)[N:9]=[CH:10][C:5]2=[C:4]([N:21]2[CH2:26][CH2:25][N:24]([C:27]([O:29][C:30]([CH3:33])([CH3:32])[CH3:31])=[O:28])[CH2:23][CH2:22]2)[N:3]=1.[O-][C:35]#[N:36].[Na+].C(=O)([O-])O.[Na+], predict the reaction product. The product is: [C:35]([C:2]1[N:7]=[C:6]2[N:8]([CH2:11][C:12]3[CH:17]=[CH:16][CH:15]=[C:14]([O:18][CH2:19][CH3:20])[CH:13]=3)[N:9]=[CH:10][C:5]2=[C:4]([N:21]2[CH2:26][CH2:25][N:24]([C:27]([O:29][C:30]([CH3:33])([CH3:32])[CH3:31])=[O:28])[CH2:23][CH2:22]2)[N:3]=1)#[N:36]. (5) Given the reactants [Cl:1][C:2]1[N:7]=[C:6]([C:8](O)=[O:9])[C:5]([F:11])=[CH:4][CH:3]=1.Cl.[CH3:13][NH:14][O:15][CH3:16].CN1CCOCC1.Cl.C(N=C=NCCCN(C)C)C.Cl, predict the reaction product. The product is: [Cl:1][C:2]1[N:7]=[C:6]([C:8]([N:14]([O:15][CH3:16])[CH3:13])=[O:9])[C:5]([F:11])=[CH:4][CH:3]=1. (6) The product is: [Br:1][C:2]1[CH:7]=[CH:6][C:5]([C:8]2[N:31]=[C:11]([C@@H:13]3[CH2:18][O:17][CH2:16][CH2:15][N:14]3[C:19]([O:21][C:22]([CH3:25])([CH3:24])[CH3:23])=[O:20])[NH:10][CH:9]=2)=[CH:4][CH:3]=1. Given the reactants [Br:1][C:2]1[CH:7]=[CH:6][C:5]([C:8](=O)[CH2:9][NH:10][C:11]([C@@H:13]2[CH2:18][O:17][CH2:16][CH2:15][N:14]2[C:19]([O:21][C:22]([CH3:25])([CH3:24])[CH3:23])=[O:20])=O)=[CH:4][CH:3]=1.C([O-])(=O)C.[NH4+:31], predict the reaction product. (7) Given the reactants [C:1]([C:3]1[CH:4]=[N:5][C:6]2[C:11]([C:12]=1[OH:13])=[C:10](F)[CH:9]=[C:8]([F:15])[CH:7]=2)#[N:2].[O:16]1[CH2:21][CH2:20][CH:19]([OH:22])[CH2:18][CH2:17]1.CC(C)([O-])C.[K+].C(O)(=O)C, predict the reaction product. The product is: [C:1]([C:3]1[CH:4]=[N:5][C:6]2[C:11]([C:12]=1[OH:13])=[C:10]([O:22][CH:19]1[CH2:20][CH2:21][O:16][CH2:17][CH2:18]1)[CH:9]=[C:8]([F:15])[CH:7]=2)#[N:2].